This data is from Full USPTO retrosynthesis dataset with 1.9M reactions from patents (1976-2016). The task is: Predict the reactants needed to synthesize the given product. (1) Given the product [CH2:21]1[CH:13]2[CH:14]1[CH2:15][O:16][C:17]1[CH:18]=[CH:19][CH:20]=[C:11]([O:10][C:7]3[N:8]=[CH:9][C:4]([NH2:1])=[CH:5][CH:6]=3)[C:12]=12, predict the reactants needed to synthesize it. The reactants are: [N+:1]([C:4]1[CH:5]=[CH:6][C:7]([O:10][C:11]2[C:12]3[CH:13]4[CH2:21][CH:14]4[CH2:15][O:16][C:17]=3[CH:18]=[CH:19][CH:20]=2)=[N:8][CH:9]=1)([O-])=O.[Cl-].[NH4+].O. (2) Given the product [CH:1]1[C:14]2[CH:13]([C:20]([OH:22])=[O:21])[C:12]3[C:7](=[CH:8][CH:9]=[CH:10][CH:11]=3)[S:6][C:5]=2[CH:4]=[CH:3][CH:2]=1, predict the reactants needed to synthesize it. The reactants are: [CH:1]1[C:14]2[CH2:13][C:12]3[C:7](=[CH:8][CH:9]=[CH:10][CH:11]=3)[S:6][C:5]=2[CH:4]=[CH:3][CH:2]=1.[Li]CCCC.[C:20](=[O:22])=[O:21].